From a dataset of Full USPTO retrosynthesis dataset with 1.9M reactions from patents (1976-2016). Predict the reactants needed to synthesize the given product. (1) Given the product [CH3:1][C:2]1[CH:3]=[N:4][C:5]([CH2:11][S+:12]([O-:24])[C:13]2[NH:14][C:15]3[CH:16]=[CH:17][C:18]([O:22][CH3:23])=[CH:19][C:20]=3[N:21]=2)=[C:6]([CH3:10])[C:7]=1[O:8][CH3:9].[Zn:27], predict the reactants needed to synthesize it. The reactants are: [CH3:1][C:2]1[CH:3]=[N:4][C:5]([CH2:11][S+:12]([O-:24])[C:13]2[NH:14][C:15]3[CH:16]=[CH:17][C:18]([O:22][CH3:23])=[CH:19][C:20]=3[N:21]=2)=[C:6]([CH3:10])[C:7]=1[O:8][CH3:9].C([Zn:27]CC)C. (2) Given the product [F:75][C:44]([F:43])([F:74])[C:45]([F:1])=[C:46]([C:60]([F:69])([C:61]([F:64])([F:62])[F:63])[C:65]([F:67])([F:68])[F:66])[C:47]([C:56]([F:59])([F:57])[F:58])([C:48]([F:51])([F:49])[F:50])[C:52]([F:53])([F:55])[F:54], predict the reactants needed to synthesize it. The reactants are: [F:1]C(F)(F)C(C(F)(F)F)=C(C(F)(F)C(F)(F)F)C(F)(C(F)(F)F)C(F)(F)F.FC([Si](C)(C)C)(F)F.[F-].[K+].FC(F)(F)F.[F:43][C:44]([F:75])([F:74])[C:45](C(F)(F)F)=[C:46]([C:60]([F:69])([C:65]([F:68])([F:67])[F:66])[C:61]([F:64])([F:63])[F:62])[C:47]([C:56]([F:59])([F:58])[F:57])([C:52]([F:55])([F:54])[F:53])[C:48]([F:51])([F:50])[F:49]. (3) Given the product [N:1]1([C:14]([O:16][CH:17]([Cl:19])[CH3:18])=[O:15])[CH2:5][CH2:4][CH2:3][CH2:2]1, predict the reactants needed to synthesize it. The reactants are: [NH:1]1[CH2:5][CH2:4][CH2:3][CH2:2]1.C(N(CC)CC)C.Cl[C:14]([O:16][CH:17]([Cl:19])[CH3:18])=[O:15]. (4) Given the product [C:1]([O:5][C:6](=[O:7])[NH:8][CH:9]1[CH2:16][C@@H:17]([C:21]2[C:26]([F:27])=[CH:25][CH:24]=[C:23]([F:28])[C:22]=2[F:29])[C@@H:18]([CH3:19])[NH:33][C:10]1=[O:11])([CH3:4])([CH3:3])[CH3:2], predict the reactants needed to synthesize it. The reactants are: [C:1]([O:5][C:6]([NH:8][CH:9]([CH2:16][CH:17]([C:21]1[C:26]([F:27])=[CH:25][CH:24]=[C:23]([F:28])[C:22]=1[F:29])[C:18](=O)[CH3:19])[C:10](OC(C)C)=[O:11])=[O:7])([CH3:4])([CH3:3])[CH3:2].C([NH2:33])(C)C. (5) Given the product [Br:1][C:2]1[C:3]([CH3:9])=[C:4]([NH:5][C:11]2[CH:16]=[C:15]([CH3:17])[CH:14]=[CH:13][N:12]=2)[CH:6]=[CH:7][CH:8]=1, predict the reactants needed to synthesize it. The reactants are: [Br:1][C:2]1[C:3]([CH3:9])=[C:4]([CH:6]=[CH:7][CH:8]=1)[NH2:5].F[C:11]1[CH:16]=[C:15]([CH3:17])[CH:14]=[CH:13][N:12]=1.CC(C)([O-])C.[K+]. (6) Given the product [CH3:23][N:22]1[CH:3]=[C:2]([CH:5]2[CH2:10][CH2:9][N:8]([C:11]([O:13][C:14]([CH3:17])([CH3:16])[CH3:15])=[O:12])[CH2:7][CH2:6]2)[S:21]/[C:20]/1=[N:19]\[CH3:18], predict the reactants needed to synthesize it. The reactants are: Br[CH:2]([CH:5]1[CH2:10][CH2:9][N:8]([C:11]([O:13][C:14]([CH3:17])([CH3:16])[CH3:15])=[O:12])[CH2:7][CH2:6]1)[CH:3]=O.[CH3:18][NH:19][C:20]([NH:22][CH3:23])=[S:21]. (7) Given the product [CH:30]1([C:26]2[CH:27]=[C:28]([CH3:29])[C:23]([N:20]3[CH2:21][CH2:22][N:17]([C:15]([C:5]4[CH:4]=[CH:3][C:2]([N:38]5[C:37](=[O:39])[CH2:36][CH2:35][CH:34]5[CH3:33])=[CH:7][C:6]=4[N:8]4[CH2:12][CH2:11][N:10]([CH3:13])[C:9]4=[O:14])=[O:16])[CH2:18][CH2:19]3)=[N:24][CH:25]=2)[CH2:32][CH2:31]1, predict the reactants needed to synthesize it. The reactants are: Cl[C:2]1[CH:3]=[CH:4][C:5]([C:15]([N:17]2[CH2:22][CH2:21][N:20]([C:23]3[C:28]([CH3:29])=[CH:27][C:26]([CH:30]4[CH2:32][CH2:31]4)=[CH:25][N:24]=3)[CH2:19][CH2:18]2)=[O:16])=[C:6]([N:8]2[CH2:12][CH2:11][N:10]([CH3:13])[C:9]2=[O:14])[CH:7]=1.[CH3:33][CH:34]1[NH:38][C:37](=[O:39])[CH2:36][CH2:35]1. (8) Given the product [CH3:1][C:2]1[CH:7]=[CH:6][C:5]([CH3:8])=[CH:4][N+:3]=1[O-:9], predict the reactants needed to synthesize it. The reactants are: [CH3:1][C:2]1[CH:7]=[CH:6][C:5]([CH3:8])=[CH:4][N:3]=1.[OH:9]O.